This data is from Full USPTO retrosynthesis dataset with 1.9M reactions from patents (1976-2016). The task is: Predict the reactants needed to synthesize the given product. (1) Given the product [CH2:1]([C:5]1[CH2:10][CH:9]([CH3:11])[CH:8]([CH:12]([OH:13])[CH2:14][CH3:15])[CH2:7][CH:6]=1)[CH:2]([CH3:4])[CH3:3], predict the reactants needed to synthesize it. The reactants are: [CH2:1]([C:5]1[CH2:10][CH:9]([CH3:11])[CH:8]([CH:12]=[O:13])[CH2:7][CH:6]=1)[CH:2]([CH3:4])[CH3:3].[CH3:14][CH2:15][Mg+].[Br-].Cl. (2) Given the product [Br:19][C:2]1[CH:7]=[N:6][CH:5]=[C:4]([C:8]2[CH:13]=[CH:12][C:11]([C:14]([F:17])([F:16])[F:15])=[CH:10][CH:9]=2)[N:3]=1, predict the reactants needed to synthesize it. The reactants are: Cl[C:2]1[CH:7]=[N:6][CH:5]=[C:4]([C:8]2[CH:13]=[CH:12][C:11]([C:14]([F:17])([F:16])[F:15])=[CH:10][CH:9]=2)[N:3]=1.P(Br)(Br)[Br:19].N. (3) Given the product [CH3:28][O:27][N:26]([CH3:25])[C:17]([CH:14]1[CH2:13][CH2:12][N:11]([C:9]([O:8][CH2:1][C:2]2[CH:3]=[CH:4][CH:5]=[CH:6][CH:7]=2)=[O:10])[CH2:16][CH2:15]1)=[O:19], predict the reactants needed to synthesize it. The reactants are: [CH2:1]([O:8][C:9]([N:11]1[CH2:16][CH2:15][CH:14]([C:17]([OH:19])=O)[CH2:13][CH2:12]1)=[O:10])[C:2]1[CH:7]=[CH:6][CH:5]=[CH:4][CH:3]=1.C(Cl)CCl.Cl.[CH3:25][NH:26][O:27][CH3:28].C(N(CC)CC)C. (4) Given the product [Cl:1][C:2]1[CH:3]=[C:4]([CH:23]=[CH:24][C:25]=1[F:26])[CH2:5][N:6]1[CH2:15][CH2:14][C:13]2[C:8](=[C:9]([OH:21])[CH:10]=[N+:11]([O-:29])[C:12]=2[C:16]([O:18][CH2:19][CH3:20])=[O:17])[C:7]1=[O:22], predict the reactants needed to synthesize it. The reactants are: [Cl:1][C:2]1[CH:3]=[C:4]([CH:23]=[CH:24][C:25]=1[F:26])[CH2:5][N:6]1[CH2:15][CH2:14][C:13]2[C:12]([C:16]([O:18][CH2:19][CH3:20])=[O:17])=[N:11][CH:10]=[C:9]([OH:21])[C:8]=2[C:7]1=[O:22].OO.[O-:29]S([O-])=O.[Na+].[Na+]. (5) Given the product [C:1]1(=[O:14])[O:21][CH2:10][CH2:11][CH2:12][CH2:13][CH2:8]1.[C:15]1(=[O:21])[CH2:20][CH2:19][CH2:18][CH2:17][CH2:16]1, predict the reactants needed to synthesize it. The reactants are: [CH:1]([OH:14])([C:8]1[CH:13]=[CH:12][CH:11]=[CH:10]C=1)C1C=CC=CC=1.[C:15]1(=[O:21])[CH2:20][CH2:19][CH2:18][CH2:17][CH2:16]1.ON1C(=O)C2=CC=CC=C2C1=O.N(C(C)(C)C#N)=NC(C)(C)C#N.O=O.